The task is: Predict the reaction yield, written as a fraction of the theoretical maximum amount of product (1.0 means a 100% yield; for example, 0.34 means a 34% yield).. This data is from Reaction yield outcomes from USPTO patents with 853,638 reactions. (1) The reactants are [NH2:1][C:2]1[CH:3]=[C:4]2[C:8](=[CH:9][CH:10]=1)[CH2:7][CH2:6][CH2:5]2.[CH:11](O)=[O:12].Cl.CN(C)CCCN=C=NCC.C(N(C(C)C)CC)(C)C. The catalyst is CN(C=O)C. The product is [CH:11]([NH:1][C:2]1[CH:3]=[C:4]2[C:8](=[CH:9][CH:10]=1)[CH2:7][CH2:6][CH2:5]2)=[O:12]. The yield is 0.930. (2) The reactants are [C:1]([O:5][C:6]([NH:8][CH2:9][C:10]([O:12]CC=C(C)C)=[O:11])=[O:7])([CH3:4])([CH3:3])[CH3:2].[Li+].CC([N-][CH:23]([CH3:25])[CH3:24])C.[CH2:26]1COC[CH2:27]1. The catalyst is [Cl-].[Zn+2].[Cl-]. The product is [C:1]([O:5][C:6]([NH:8][CH:9]([C:23]([CH3:24])([CH3:25])[CH:26]=[CH2:27])[C:10]([OH:12])=[O:11])=[O:7])([CH3:2])([CH3:3])[CH3:4]. The yield is 0.750.